From a dataset of Reaction yield outcomes from USPTO patents with 853,638 reactions. Predict the reaction yield, written as a fraction of the theoretical maximum amount of product (1.0 means a 100% yield; for example, 0.34 means a 34% yield). (1) The reactants are [I:1][C:2]1[C:3](=[O:10])[CH2:4][CH2:5][C:6]([CH3:9])([CH3:8])[CH:7]=1.[CH2:11](O)[CH2:12][OH:13]. The catalyst is C1C=CC=CC=1.O.C1(C)C=CC(S(O)(=O)=O)=CC=1. The product is [I:1][C:2]1[C:3]2([CH2:4][CH2:5][C:6]([CH3:9])([CH3:8])[CH:7]=1)[O:13][CH2:12][CH2:11][O:10]2. The yield is 0.900. (2) The reactants are [CH3:1][O:2][C:3]1[C:8]([NH2:9])=[CH:7][C:6]([B:10]2[O:14][C:13]([CH3:16])([CH3:15])[C:12]([CH3:18])([CH3:17])[O:11]2)=[CH:5][N:4]=1.[CH3:19][S:20](Cl)(=[O:22])=[O:21]. The catalyst is N1C=CC=CC=1. The product is [CH3:1][O:2][C:3]1[C:8]([NH:9][S:20]([CH3:19])(=[O:22])=[O:21])=[CH:7][C:6]([B:10]2[O:14][C:13]([CH3:16])([CH3:15])[C:12]([CH3:18])([CH3:17])[O:11]2)=[CH:5][N:4]=1. The yield is 0.580. (3) The reactants are N.[CH3:2][O:3][C:4]1[CH:5]=[C:6]2[C:11](=[CH:12][C:13]=1[O:14][CH2:15][CH:16]1[CH2:21][CH2:20][N:19]([CH3:22])[CH2:18][CH2:17]1)[N:10]=[CH:9][N:8](COC(=O)C(C)(C)C)[C:7]2=[O:31]. The catalyst is CO.C(Cl)Cl. The product is [CH3:2][O:3][C:4]1[CH:5]=[C:6]2[C:11](=[CH:12][C:13]=1[O:14][CH2:15][CH:16]1[CH2:21][CH2:20][N:19]([CH3:22])[CH2:18][CH2:17]1)[N:10]=[CH:9][NH:8][C:7]2=[O:31]. The yield is 0.830. (4) The reactants are Br[C:2]1[CH:7]=[CH:6][C:5]([N:8]2[CH2:13][CH2:12][N:11]([C:14]3[N:15]=[C:16]([CH2:23][CH2:24][CH2:25][NH2:26])[C:17]4[S:22][CH2:21][CH2:20][C:18]=4[N:19]=3)[CH2:10][CH2:9]2)=[CH:4][CH:3]=1.[I-:27].[Na+].CN(C)[C@@H]1CCCC[C@H]1N. The catalyst is O1CCOCC1.[Cu](I)I. The product is [I:27][C:2]1[CH:7]=[CH:6][C:5]([N:8]2[CH2:13][CH2:12][N:11]([C:14]3[N:15]=[C:16]([CH2:23][CH2:24][CH2:25][NH2:26])[C:17]4[S:22][CH2:21][CH2:20][C:18]=4[N:19]=3)[CH2:10][CH2:9]2)=[CH:4][CH:3]=1. The yield is 0.810. (5) The reactants are [Cl:1][C:2]1[CH:3]=[C:4]([CH:9]([C:11]2[C:20]([N+:21]([O-:23])=[O:22])=[C:19]3[C:14]([CH:15]=[CH:16][CH:17]=[N:18]3)=[CH:13][CH:12]=2)[OH:10])[CH:5]=[CH:6][C:7]=1[F:8]. The catalyst is O=[Mn]=O.C(Cl)Cl. The product is [Cl:1][C:2]1[CH:3]=[C:4]([C:9]([C:11]2[C:20]([N+:21]([O-:23])=[O:22])=[C:19]3[C:14]([CH:15]=[CH:16][CH:17]=[N:18]3)=[CH:13][CH:12]=2)=[O:10])[CH:5]=[CH:6][C:7]=1[F:8]. The yield is 0.500.